From a dataset of Forward reaction prediction with 1.9M reactions from USPTO patents (1976-2016). Predict the product of the given reaction. Given the reactants C1C=C(Cl)C=C(C(OO)=[O:9])C=1.[Br:12][C:13]1[C:14]([C:32]2[CH:37]=[CH:36][CH:35]=[CH:34][CH:33]=2)=[N:15][C:16]([NH:19][C:20]2[O:21][C@:22]3([CH2:30][N:31]=2)[CH:27]2[CH2:28][CH2:29][N:24]([CH2:25][CH2:26]2)[CH2:23]3)=[N:17][CH:18]=1, predict the reaction product. The product is: [Br:12][C:13]1[C:14]([C:32]2[CH:37]=[CH:36][CH:35]=[CH:34][CH:33]=2)=[N:15][C:16]([NH:19][C:20]2[O:21][C@:22]3([CH2:30][N:31]=2)[CH:27]2[CH2:28][CH2:29][N+:24]([O-:9])([CH2:25][CH2:26]2)[CH2:23]3)=[N:17][CH:18]=1.